From a dataset of NCI-60 drug combinations with 297,098 pairs across 59 cell lines. Regression. Given two drug SMILES strings and cell line genomic features, predict the synergy score measuring deviation from expected non-interaction effect. Drug 1: CN1C2=C(C=C(C=C2)N(CCCl)CCCl)N=C1CCCC(=O)O.Cl. Drug 2: CCN(CC)CCCC(C)NC1=C2C=C(C=CC2=NC3=C1C=CC(=C3)Cl)OC. Cell line: HCC-2998. Synergy scores: CSS=26.3, Synergy_ZIP=-8.12, Synergy_Bliss=-4.95, Synergy_Loewe=-22.4, Synergy_HSA=-5.45.